From a dataset of Forward reaction prediction with 1.9M reactions from USPTO patents (1976-2016). Predict the product of the given reaction. The product is: [CH3:1][C:2]([CH3:23])([CH3:22])[C:3]([C:5]1[C:13]2[C:8](=[CH:9][C:10]([O:14][CH3:15])=[CH:11][CH:12]=2)[N:7]([CH2:16][C:17]([OH:19])=[O:18])[N:6]=1)=[O:4]. Given the reactants [CH3:1][C:2]([CH3:23])([CH3:22])[C:3]([C:5]1[C:13]2[C:8](=[CH:9][C:10]([O:14][CH3:15])=[CH:11][CH:12]=2)[N:7]([CH2:16][C:17]([O:19]CC)=[O:18])[N:6]=1)=[O:4].O.[OH-].[Na+], predict the reaction product.